The task is: Predict which catalyst facilitates the given reaction.. This data is from Catalyst prediction with 721,799 reactions and 888 catalyst types from USPTO. (1) Reactant: [S:1]([O-:5])([O-:4])(=[O:3])=[O:2].C([O:13][C:14]1[CH:15]=[C:16]([CH:22]=[CH:23][C:24]=1[CH:25]1[CH:28]([CH2:29][CH2:30][CH:31]([O:39][Si:40]([C:43]([CH3:46])([CH3:45])[CH3:44])([CH3:42])[CH3:41])[C:32]2[CH:37]=[CH:36][C:35]([F:38])=[CH:34][CH:33]=2)[C:27](=[O:47])[N:26]1[C:48]1[CH:53]=[CH:52][C:51]([F:54])=[CH:50][CH:49]=1)[O:17][CH2:18][CH2:19][CH2:20][NH3+:21])C1C=CC=CC=1.C([O:62][C:63]1[CH:64]=[C:65]([CH:71]=[CH:72][C:73]=1[CH:74]1[CH:77]([CH2:78][CH2:79][CH:80]([C:89]2[CH:94]=[CH:93][C:92]([F:95])=[CH:91][CH:90]=2)[O:81][Si:82]([C:85]([CH3:88])([CH3:87])[CH3:86])([CH3:84])[CH3:83])[C:76](=[O:96])[N:75]1[C:97]1[CH:102]=[CH:101][C:100]([F:103])=[CH:99][CH:98]=1)[O:66][CH2:67][CH2:68][CH2:69][NH3+:70])C1C=CC=CC=1.[H][H]. Product: [S:1]([O-:5])([O-:4])(=[O:3])=[O:2].[Si:40]([O:39][CH:31]([C:32]1[CH:37]=[CH:36][C:35]([F:38])=[CH:34][CH:33]=1)[CH2:30][CH2:29][CH:28]1[C:27](=[O:47])[N:26]([C:48]2[CH:49]=[CH:50][C:51]([F:54])=[CH:52][CH:53]=2)[CH:25]1[C:24]1[CH:23]=[CH:22][C:16]([O:17][CH2:18][CH2:19][CH2:20][NH3+:21])=[CH:15][C:14]=1[OH:13])([C:43]([CH3:45])([CH3:46])[CH3:44])([CH3:42])[CH3:41].[Si:82]([O:81][CH:80]([C:89]1[CH:94]=[CH:93][C:92]([F:95])=[CH:91][CH:90]=1)[CH2:79][CH2:78][CH:77]1[C:76](=[O:96])[N:75]([C:97]2[CH:98]=[CH:99][C:100]([F:103])=[CH:101][CH:102]=2)[CH:74]1[C:73]1[CH:72]=[CH:71][C:65]([O:66][CH2:67][CH2:68][CH2:69][NH3+:70])=[CH:64][C:63]=1[OH:62])([C:85]([CH3:87])([CH3:88])[CH3:86])([CH3:84])[CH3:83]. The catalyst class is: 19. (2) Reactant: [Si:1]([O:18][CH2:19][C:20]1[O:24][C:23]([C:25]2[CH:30]=[CH:29][CH:28]=[CH:27][CH:26]=2)=[N:22][C:21]=1[CH2:31][OH:32])([C:14]([CH3:17])([CH3:16])[CH3:15])([C:8]1[CH:13]=[CH:12][CH:11]=[CH:10][CH:9]=1)[C:2]1[CH:7]=[CH:6][CH:5]=[CH:4][CH:3]=1.C(P(CCCC)CCCC)CCC.[CH3:46][C:47]1[O:51][C:50]([C:52]2[CH:57]=[CH:56][CH:55]=[CH:54][CH:53]=2)=[N:49][C:48]=1[CH2:58][O:59][C:60]1[CH:65]=[CH:64][C:63](O)=[CH:62][CH:61]=1.N(C(N1CCCCC1)=O)=NC(N1CCCCC1)=O. Product: [Si:1]([O:18][CH2:19][C:20]1[O:24][C:23]([C:25]2[CH:26]=[CH:27][CH:28]=[CH:29][CH:30]=2)=[N:22][C:21]=1[CH2:31][O:32][C:63]1[CH:62]=[CH:61][C:60]([O:59][CH2:58][C:48]2[N:49]=[C:50]([C:52]3[CH:57]=[CH:56][CH:55]=[CH:54][CH:53]=3)[O:51][C:47]=2[CH3:46])=[CH:65][CH:64]=1)([C:14]([CH3:15])([CH3:16])[CH3:17])([C:8]1[CH:9]=[CH:10][CH:11]=[CH:12][CH:13]=1)[C:2]1[CH:7]=[CH:6][CH:5]=[CH:4][CH:3]=1. The catalyst class is: 7. (3) Reactant: [F:1][C:2]1[C:7]([OH:8])=[CH:6][CH:5]=[C:4]([F:9])[C:3]=1[C:10]1[N:15]=[C:14]([C:16]([O:18][CH3:19])=[O:17])[CH:13]=[CH:12][C:11]=1[F:20].C(=O)([O-])[O-].[K+].[K+].[CH2:27](Br)[CH:28]=[CH2:29]. Product: [CH2:29]([O:8][C:7]1[C:2]([F:1])=[C:3]([C:10]2[N:15]=[C:14]([C:16]([O:18][CH3:19])=[O:17])[CH:13]=[CH:12][C:11]=2[F:20])[C:4]([F:9])=[CH:5][CH:6]=1)[CH:28]=[CH2:27]. The catalyst class is: 39. (4) Reactant: B(O)O.Br[C:5]1[CH:6]=[CH:7][C:8]([O:11][CH2:12][CH3:13])=[N:9][CH:10]=1.[C:14](=[O:17])([O-])[O-].[Na+].[Na+].[CH2:20](O)[CH3:21]. Product: [OH:17][CH2:14][C:21]1[CH:20]=[CH:7][C:6]([C:5]2[CH:6]=[CH:7][C:8]([O:11][CH2:12][CH3:13])=[N:9][CH:10]=2)=[CH:5][CH:10]=1. The catalyst class is: 6. (5) Reactant: [CH2:1]([O:4][CH2:5]/[CH:6]=[CH:7]/[C@@H:8]1[O:12][C@@H:11]([CH2:13][CH2:14][C@@H:15]2[O:20][C@H:19]([CH2:21][C@@H:22]3[O:26][C@H:25]([CH2:27][C@H:28]([OH:31])[CH2:29][NH2:30])[C@H:24]([O:32][CH3:33])[C@H:23]3[CH2:34][S:35]([C:38]3[CH:43]=[CH:42][CH:41]=[CH:40][CH:39]=3)(=[O:37])=[O:36])[C:18](=[CH2:44])[C@H:17]([CH3:45])[CH2:16]2)[C:10](=[CH2:46])[CH2:9]1)[CH:2]=[CH2:3].C(N(CC)CC)C.[C:54](O[C:54]([O:56][C:57]([CH3:60])([CH3:59])[CH3:58])=[O:55])([O:56][C:57]([CH3:60])([CH3:59])[CH3:58])=[O:55].C(=O)=O. Product: [CH2:1]([O:4][CH2:5]/[CH:6]=[CH:7]/[C@@H:8]1[O:12][C@@H:11]([CH2:13][CH2:14][C@@H:15]2[O:20][C@H:19]([CH2:21][C@@H:22]3[O:26][C@H:25]([CH2:27][C@H:28]([OH:31])[CH2:29][NH:30][C:54](=[O:55])[O:56][C:57]([CH3:60])([CH3:59])[CH3:58])[C@H:24]([O:32][CH3:33])[C@H:23]3[CH2:34][S:35]([C:38]3[CH:39]=[CH:40][CH:41]=[CH:42][CH:43]=3)(=[O:36])=[O:37])[C:18](=[CH2:44])[C@H:17]([CH3:45])[CH2:16]2)[C:10](=[CH2:46])[CH2:9]1)[CH:2]=[CH2:3]. The catalyst class is: 2. (6) Reactant: Cl.O1CCOCC1.C(O[C:13](=O)[N:14]([CH2:16][CH2:17][O:18][C:19]1[CH:24]=[C:23]([F:25])[CH:22]=[CH:21][C:20]=1[C:26]([N:28]1[CH2:41][C:31]2=[C:32]3[N:37]([N:38]=[C:30]2[CH2:29]1)[CH:36]=[C:35]([Cl:39])[C:34]([CH3:40])=[N:33]3)=[O:27])C)(C)(C)C. Product: [ClH:39].[Cl:39][C:35]1[C:34]([CH3:40])=[N:33][C:32]2[N:37]([N:38]=[C:30]3[CH2:29][N:28]([C:26]([C:20]4[CH:21]=[CH:22][C:23]([F:25])=[CH:24][C:19]=4[O:18][CH2:17][CH2:16][NH:14][CH3:13])=[O:27])[CH2:41][C:31]3=2)[CH:36]=1. The catalyst class is: 2.